This data is from M1 muscarinic receptor agonist screen with 61,833 compounds. The task is: Binary Classification. Given a drug SMILES string, predict its activity (active/inactive) in a high-throughput screening assay against a specified biological target. The compound is S(=O)(=O)(N1CC(CCC1)C(=O)Nc1cc2OCOc2cc1)c1sccc1. The result is 0 (inactive).